Dataset: Forward reaction prediction with 1.9M reactions from USPTO patents (1976-2016). Task: Predict the product of the given reaction. (1) Given the reactants [CH3:1][C:2]([S:7][C:8]1[S:9][CH:10]=[C:11]([CH2:13][C:14]([N:16]([CH3:23])[C:17]2[CH:22]=[CH:21][CH:20]=[CH:19][CH:18]=2)=O)[N:12]=1)([CH3:6])[C:3]([OH:5])=[O:4].FC(F)(F)C(O)=O, predict the reaction product. The product is: [CH3:6][C:2]([S:7][C:8]1[S:9][CH:10]=[C:11]([CH2:13][CH2:14][N:16]([CH3:23])[C:17]2[CH:18]=[CH:19][CH:20]=[CH:21][CH:22]=2)[N:12]=1)([CH3:1])[C:3]([OH:5])=[O:4]. (2) Given the reactants CS(O[C:6]1[CH:11]=[CH:10][CH:9]=[C:8]([C:12]2[S:13][C:14]3[CH:22]=[CH:21][CH:20]=[CH:19][C:15]=3[C:16](=[O:18])[N:17]=2)[N:7]=1)(=O)=O.[CH2:23]([N:25]([CH2:28][CH3:29])[CH2:26][CH3:27])C.[CH2:30]([CH:37]1CCNCC1)[C:31]1[CH:36]=[CH:35][CH:34]=[CH:33][CH:32]=1.C(OCC)(=O)C, predict the reaction product. The product is: [CH2:30]([CH:37]1[CH2:29][CH2:28][N:25]([CH2:23][C:6]2[N:7]=[C:8]([C:12]3[S:13][C:14]4[CH:22]=[CH:21][CH:20]=[CH:19][C:15]=4[C:16](=[O:18])[N:17]=3)[CH:9]=[CH:10][CH:11]=2)[CH2:26][CH2:27]1)[C:31]1[CH:36]=[CH:35][CH:34]=[CH:33][CH:32]=1. (3) The product is: [CH2:1]([NH:8][C:9]1[N:14]([CH3:15])[C:13](=[O:16])[C:12]([C:17]2[CH:22]=[CH:21][C:20]([O:23][C:24]3[CH:29]=[CH:28][N:27]=[C:26]4[CH:30]=[C:31]([C:46]5[CH:45]=[CH:44][C:43]([C:41]([N:35]6[CH2:40][CH2:39][O:38][CH2:37][CH2:36]6)=[O:42])=[CH:48][CH:47]=5)[S:32][C:25]=34)=[C:19]([F:34])[CH:18]=2)=[CH:11][N:10]=1)[C:2]1[CH:7]=[CH:6][CH:5]=[CH:4][CH:3]=1. Given the reactants [CH2:1]([NH:8][C:9]1[N:14]([CH3:15])[C:13](=[O:16])[C:12]([C:17]2[CH:22]=[CH:21][C:20]([O:23][C:24]3[CH:29]=[CH:28][N:27]=[C:26]4[CH:30]=[C:31](I)[S:32][C:25]=34)=[C:19]([F:34])[CH:18]=2)=[CH:11][N:10]=1)[C:2]1[CH:7]=[CH:6][CH:5]=[CH:4][CH:3]=1.[N:35]1([C:41]([C:43]2[CH:48]=[CH:47][C:46](B(O)O)=[CH:45][CH:44]=2)=[O:42])[CH2:40][CH2:39][O:38][CH2:37][CH2:36]1.[Cl-].[Li+], predict the reaction product. (4) Given the reactants Cl[C:2]1[N:10]=[C:9]([Cl:11])[CH:8]=[CH:7][C:3]=1[C:4]([OH:6])=[O:5].[NH2:12][CH2:13][C:14]1[CH:19]=[CH:18][CH:17]=[CH:16][N:15]=1, predict the reaction product. The product is: [Cl:11][C:9]1[CH:8]=[CH:7][C:3]([C:4]([OH:6])=[O:5])=[C:2]([NH:12][CH2:13][C:14]2[CH:19]=[CH:18][CH:17]=[CH:16][N:15]=2)[N:10]=1. (5) Given the reactants C1(C(=[N:14][C:15]2[CH:24]=[CH:23][C:22]3[C:21]([CH3:26])([OH:25])[CH2:20][CH2:19][CH2:18][C:17]=3[N:16]=2)C2C=CC=CC=2)C=CC=CC=1.Cl, predict the reaction product. The product is: [NH2:14][C:15]1[CH:24]=[CH:23][C:22]2[C:21]([CH3:26])([OH:25])[CH2:20][CH2:19][CH2:18][C:17]=2[N:16]=1.